Task: Predict the reaction yield, written as a fraction of the theoretical maximum amount of product (1.0 means a 100% yield; for example, 0.34 means a 34% yield).. Dataset: Reaction yield outcomes from USPTO patents with 853,638 reactions (1) The reactants are N.[C:2]1([CH2:8][C:9]#[N:10])[CH:7]=[CH:6][CH:5]=[CH:4][CH:3]=1.[CH3:11][OH:12]. The catalyst is [Ni]. The product is [O:12]([C:5]1[CH:6]=[CH:7][C:2]([CH2:8][CH2:9][NH2:10])=[CH:3][CH:4]=1)[C:11]1[CH:6]=[CH:7][CH:2]=[CH:3][CH:4]=1. The yield is 1.00. (2) The reactants are [N:1]([CH:4]([CH2:12][O:13][CH2:14][O:15][CH3:16])[CH:5]([OH:11])[CH2:6][O:7][CH2:8][O:9][CH3:10])=[N+]=[N-].[H-].[Al+3].[Li+].[H-].[H-].[H-]. The catalyst is O1CCCC1. The product is [NH2:1][CH:4]([CH2:12][O:13][CH2:14][O:15][CH3:16])[C@@H:5]([OH:11])[CH2:6][O:7][CH2:8][O:9][CH3:10]. The yield is 0.750. (3) The reactants are [Cl:1][C:2]1[N:7]=[C:6](Cl)[C:5]([N+:9]([O-:11])=[O:10])=[CH:4][N:3]=1.C(N(CC)C(C)C)(C)C.[CH3:21][O:22][C:23]1[CH:28]=[CH:27][CH:26]=[C:25]([NH2:29])[CH:24]=1. The catalyst is C1COCC1. The product is [Cl:1][C:2]1[N:7]=[C:6]([NH:29][C:25]2[CH:26]=[CH:27][CH:28]=[C:23]([O:22][CH3:21])[CH:24]=2)[C:5]([N+:9]([O-:11])=[O:10])=[CH:4][N:3]=1. The yield is 0.620. (4) The reactants are [NH2:1][C:2]1[C:10]2[C:5](=[CH:6][CH:7]=[C:8]([C:11]([C:13]3[CH:18]=[C:17]([F:19])[CH:16]=[C:15]([F:20])[CH:14]=3)=[O:12])[CH:9]=2)[NH:4][N:3]=1.[F:21][C:22]([F:33])([F:32])[C:23](O[C:23](=[O:24])[C:22]([F:33])([F:32])[F:21])=[O:24]. The catalyst is O1CCCC1. The product is [F:20][C:15]1[CH:14]=[C:13]([CH:18]=[C:17]([F:19])[CH:16]=1)[C:11]([C:8]1[CH:9]=[C:10]2[C:5](=[CH:6][CH:7]=1)[NH:4][N:3]=[C:2]2[NH:1][C:23](=[O:24])[C:22]([F:33])([F:32])[F:21])=[O:12]. The yield is 0.880. (5) The reactants are [F:1][C:2]([F:13])([S:9]([O-:12])(=[O:11])=[O:10])[CH:3]([OH:8])[C:4]([F:7])([F:6])[F:5].[CH2:14]([N+:21]([CH3:24])([CH3:23])[CH3:22])[C:15]1[CH:20]=[CH:19][CH:18]=[CH:17][CH:16]=1.C(N(CC)CC)C.[C:32](O[C:32](=[O:36])[C:33]([CH3:35])=[CH2:34])(=[O:36])[C:33]([CH3:35])=[CH2:34].Cl. The catalyst is ClCCl.CN(C)C1C=CN=CC=1.O. The product is [F:13][C:2]([F:1])([S:9]([O-:12])(=[O:10])=[O:11])[CH:3]([O:8][C:32](=[O:36])[C:33]([CH3:35])=[CH2:34])[C:4]([F:6])([F:5])[F:7].[CH2:14]([N+:21]([CH3:24])([CH3:23])[CH3:22])[C:15]1[CH:20]=[CH:19][CH:18]=[CH:17][CH:16]=1. The yield is 0.730. (6) The reactants are [O:1]=[C:2]1[NH:7][CH:6]=[N:5][C:4]2[O:8][C:9]([C:17]3[CH:22]=[CH:21][C:20]([C:23]4([NH:27][C:28](=[O:34])[O:29][C:30]([CH3:33])([CH3:32])[CH3:31])[CH2:26][CH2:25][CH2:24]4)=[CH:19][CH:18]=3)=[C:10]([C:11]3[CH:16]=[CH:15][CH:14]=[CH:13][CH:12]=3)[C:3]1=2.C([O-])([O-])=O.[K+].[K+].[F:41][C:42]([F:46])([F:45])[CH2:43]I. The catalyst is CN(C=O)C.CCOC(C)=O.[Cl-].[Na+].O. The product is [O:1]=[C:2]1[N:7]([CH2:43][C:42]([F:46])([F:45])[F:41])[CH:6]=[N:5][C:4]2[O:8][C:9]([C:17]3[CH:22]=[CH:21][C:20]([C:23]4([NH:27][C:28](=[O:34])[O:29][C:30]([CH3:31])([CH3:33])[CH3:32])[CH2:24][CH2:25][CH2:26]4)=[CH:19][CH:18]=3)=[C:10]([C:11]3[CH:12]=[CH:13][CH:14]=[CH:15][CH:16]=3)[C:3]1=2. The yield is 0.610. (7) The reactants are [OH:1][C:2]1[C:3]([CH3:11])=[C:4]([CH:8]=[CH:9][CH:10]=1)[C:5]([OH:7])=[O:6].S(=O)(=O)(O)O.[CH2:17](O)[CH3:18]. The catalyst is O. The product is [OH:1][C:2]1[C:3]([CH3:11])=[C:4]([CH:8]=[CH:9][CH:10]=1)[C:5]([O:7][CH2:17][CH3:18])=[O:6]. The yield is 0.990. (8) The reactants are [OH:1][C:2]1[CH:20]=[CH:19][C:5]2[CH:6]3[C:13]4([CH2:14][CH2:15][C:4]=2[CH:3]=1)[CH:9]([CH2:10][N:11]([C:16](=[O:18])[CH3:17])[CH2:12]4)[CH2:8][CH2:7]3.C(=O)([O-])[O-].[K+].[K+].[CH2:27](Cl)[C:28]1[CH:33]=[CH:32][CH:31]=[CH:30][CH:29]=1.[I-].[Na+]. The catalyst is CN(C=O)C. The product is [CH2:27]([O:1][C:2]1[CH:20]=[CH:19][C:5]2[CH:6]3[C:13]4([CH2:14][CH2:15][C:4]=2[CH:3]=1)[CH:9]([CH2:10][N:11]([C:16](=[O:18])[CH3:17])[CH2:12]4)[CH2:8][CH2:7]3)[C:28]1[CH:33]=[CH:32][CH:31]=[CH:30][CH:29]=1. The yield is 0.413. (9) The reactants are [Cl:1][C:2]1[CH:3]=[C:4]2[C:8](=[CH:9][CH:10]=1)[NH:7][C:6]([C:11]([NH:13][C@@H:14]1[CH2:22][C:21]3[C:16](=[CH:17][CH:18]=[CH:19][CH:20]=3)[C@H:15]1[CH2:23][O:24][CH:25]([CH3:33])[C:26]([O:28]C(C)(C)C)=[O:27])=[O:12])=[CH:5]2.FC(F)(F)C(O)=O. The catalyst is C(Cl)Cl. The product is [Cl:1][C:2]1[CH:3]=[C:4]2[C:8](=[CH:9][CH:10]=1)[NH:7][C:6]([C:11]([NH:13][C@@H:14]1[CH2:22][C:21]3[C:16](=[CH:17][CH:18]=[CH:19][CH:20]=3)[C@H:15]1[CH2:23][O:24][CH:25]([CH3:33])[C:26]([OH:28])=[O:27])=[O:12])=[CH:5]2. The yield is 0.900.